From a dataset of Forward reaction prediction with 1.9M reactions from USPTO patents (1976-2016). Predict the product of the given reaction. (1) Given the reactants [OH:1][CH2:2][C@@H:3]([C@H:5]([C@@H:7]([C@@H:9]([CH2:11][OH:12])[OH:10])[OH:8])[OH:6])[OH:4].[OH:13][CH2:14][C:15]([C@H:17]([C@@H:19]([C@H:21]([CH2:23][OH:24])[OH:22])[OH:20])[OH:18])=[O:16].[CH2:25]([OH:36])[C@H:26]([OH:35])[C@@H:27]([OH:34])[C@H:28]([OH:33])[C:29]([CH:31]=[O:32])=[O:30], predict the reaction product. The product is: [O:12]=[C:11]1[O:6][C@H:5]([C@H:3]([CH2:2][OH:1])[OH:4])[C:7]([OH:8])=[C:9]1[OH:10].[OH:24][CH2:23][C@@H:21]([C@H:19]([C@@H:17]([C@@H:15]([CH2:14][OH:13])[OH:16])[OH:18])[OH:20])[OH:22].[OH:32][CH2:31][C:29]([C@H:28]([C@@H:27]([C@H:26]([CH2:25][OH:36])[OH:35])[OH:34])[OH:33])=[O:30].[CH2:11]([OH:12])[C@H:9]([OH:10])[C@@H:7]([OH:8])[C@H:5]([OH:6])[C:3]([CH:2]=[O:1])=[O:4]. (2) Given the reactants [S:1]1[C:5]2[CH:6]=[CH:7][CH:8]=[CH:9][C:4]=2[N:3]=[C:2]1[NH:10][C:11](=[O:19])[NH:12][CH2:13][C:14]([O:16]CC)=[O:15].[OH-].[K+].Cl, predict the reaction product. The product is: [S:1]1[C:5]2[CH:6]=[CH:7][CH:8]=[CH:9][C:4]=2[N:3]=[C:2]1[NH:10][C:11](=[O:19])[NH:12][CH2:13][C:14]([OH:16])=[O:15]. (3) Given the reactants CON=[CH:4][C@@H:5]1[C@@H:9]([CH2:10][O:11][N:12]2[C:16](=[O:17])[C:15]3=[CH:18][CH:19]=[CH:20][CH:21]=[C:14]3[C:13]2=[O:22])[O:8][C@@H:7]([N:23]2[CH:31]=[C:29]([CH3:30])[C:27](=[O:28])[NH:26][C:24]2=[O:25])[CH2:6]1.CC=[O:34], predict the reaction product. The product is: [CH:4]([C@@H:5]1[C@@H:9]([CH2:10][O:11][N:12]2[C:16](=[O:17])[C:15]3=[CH:18][CH:19]=[CH:20][CH:21]=[C:14]3[C:13]2=[O:22])[O:8][C@@H:7]([N:23]2[CH:31]=[C:29]([CH3:30])[C:27](=[O:28])[NH:26][C:24]2=[O:25])[CH2:6]1)=[O:34]. (4) The product is: [CH3:7][C:6](=[CH:5][CH2:4][CH2:3][CH:2]([CH2:9][CH:10]=[O:11])[CH3:1])[CH3:8]. Given the reactants [CH3:1][C@H:2]([CH2:9][CH:10]=[O:11])[CH2:3][CH2:4][CH:5]=[C:6]([CH3:8])[CH3:7].C1N=C(N)C2N=CN([C@@H]3O[C@@H]4COP(O)(O[C@H]4[C@H]3O)=O)C=2N=1.CC(NCC(O)C1C=CC(O)=C(O)C=1)C, predict the reaction product. (5) Given the reactants [F:1][C:2]1[CH:7]=[CH:6][CH:5]=[CH:4][C:3]=1[N:8]1[C:12]([CH2:13][O:14][C:15]2[CH:23]=[CH:22][C:18]([C:19]([OH:21])=O)=[CH:17][N:16]=2)=[C:11]([CH3:24])[N:10]=[N:9]1.[NH2:25][CH:26]1[CH2:31][CH2:30][O:29][CH2:28][CH2:27]1, predict the reaction product. The product is: [F:1][C:2]1[CH:7]=[CH:6][CH:5]=[CH:4][C:3]=1[N:8]1[C:12]([CH2:13][O:14][C:15]2[CH:23]=[CH:22][C:18]([C:19]([NH:25][CH:26]3[CH2:31][CH2:30][O:29][CH2:28][CH2:27]3)=[O:21])=[CH:17][N:16]=2)=[C:11]([CH3:24])[N:10]=[N:9]1. (6) The product is: [NH2:2][CH2:1][C:3]1[C:4](=[O:10])[NH:5][C:6]([CH3:12])=[CH:7][C:8]=1[CH3:9]. Given the reactants [C:1]([C:3]1[C:4](C)([OH:10])[NH:5][CH:6]=[CH:7][C:8]=1[CH3:9])#[N:2].[CH3:12]O, predict the reaction product. (7) Given the reactants Cl[C:2]1[O:3][C:4]2[C:5](=[C:7]([C:19]#[N:20])[C:8]([CH3:18])=[C:9]([C:12]3[CH:17]=[CH:16][CH:15]=[CH:14][CH:13]=3)[C:10]=2[F:11])[N:6]=1.C(N(C(C)C)CC)(C)C.[NH:30]1[CH2:33][CH:32]([CH2:34][C:35]([O:37][CH2:38][CH3:39])=[O:36])[CH2:31]1, predict the reaction product. The product is: [C:19]([C:7]1[C:5]2[N:6]=[C:2]([N:30]3[CH2:33][CH:32]([CH2:34][C:35]([O:37][CH2:38][CH3:39])=[O:36])[CH2:31]3)[O:3][C:4]=2[C:10]([F:11])=[C:9]([C:12]2[CH:17]=[CH:16][CH:15]=[CH:14][CH:13]=2)[C:8]=1[CH3:18])#[N:20]. (8) Given the reactants [C:1]([CH:3]([Na])[C:4](=[O:6])[CH3:5])#[N:2].Br[CH2:9][C:10]1[CH:15]=[CH:14][CH:13]=[CH:12][C:11]=1[CH3:16], predict the reaction product. The product is: [CH3:9][C:10]1[CH:15]=[CH:14][CH:13]=[CH:12][C:11]=1[CH2:16][CH:3]([C:4](=[O:6])[CH3:5])[C:1]#[N:2]. (9) Given the reactants C(O[C:9]([O:11][C:12]([CH3:15])([CH3:14])[CH3:13])=[O:10])(OC(C)(C)C)=[O:2].[CH2:16]([NH2:28])[CH2:17][CH2:18][CH2:19][CH2:20][CH2:21][CH2:22][CH2:23][CH2:24][CH2:25][CH2:26][NH2:27].C(N(C(C)C)CC)(C)C.ClCCl, predict the reaction product. The product is: [OH-:2].[NH4+:27].[NH2:27][CH2:26][CH2:25][CH2:24][CH2:23][CH2:22][CH2:21][CH2:20][CH2:19][CH2:18][CH2:17][CH2:16][NH:28][C:9](=[O:10])[O:11][C:12]([CH3:13])([CH3:14])[CH3:15]. (10) Given the reactants [CH2:1]([O:3][C:4](=[O:23])[CH2:5][S:6]([C:9]1[CH:14]=[CH:13][C:12]([O:15][C:16]2[CH:21]=[CH:20][C:19]([Cl:22])=[CH:18][CH:17]=2)=[CH:11][CH:10]=1)(=[O:8])=[O:7])[CH3:2].[CH2:24]([N:28]([CH2:32][CH2:33]Cl)[CH2:29][CH2:30]Cl)[CH2:25][CH2:26][CH3:27], predict the reaction product. The product is: [CH2:1]([O:3][C:4]([C:5]1([S:6]([C:9]2[CH:10]=[CH:11][C:12]([O:15][C:16]3[CH:21]=[CH:20][C:19]([Cl:22])=[CH:18][CH:17]=3)=[CH:13][CH:14]=2)(=[O:8])=[O:7])[CH2:33][CH2:32][N:28]([CH2:24][CH2:25][CH2:26][CH3:27])[CH2:29][CH2:30]1)=[O:23])[CH3:2].